From a dataset of Catalyst prediction with 721,799 reactions and 888 catalyst types from USPTO. Predict which catalyst facilitates the given reaction. Reactant: Br[CH2:2][C:3]1[O:7][N:6]=[C:5]([C:8]([NH:10][C@@H:11]([CH3:28])[CH2:12][N:13]2[CH:17]=[CH:16][C:15]([C:18]3[CH:23]=[C:22]([F:24])[C:21]([C:25]#[N:26])=[C:20]([Cl:27])[CH:19]=3)=[N:14]2)=[O:9])[CH:4]=1.[NH:29]1[CH:33]=[CH:32][N:31]=[CH:30]1. Product: [N:29]1([CH2:2][C:3]2[O:7][N:6]=[C:5]([C:8]([NH:10][C@@H:11]([CH3:28])[CH2:12][N:13]3[CH:17]=[CH:16][C:15]([C:18]4[CH:23]=[C:22]([F:24])[C:21]([C:25]#[N:26])=[C:20]([Cl:27])[CH:19]=4)=[N:14]3)=[O:9])[CH:4]=2)[CH:33]=[CH:32][N:31]=[CH:30]1. The catalyst class is: 31.